From a dataset of Catalyst prediction with 721,799 reactions and 888 catalyst types from USPTO. Predict which catalyst facilitates the given reaction. (1) Reactant: [NH:1]1[CH:5]=[CH:4][N:3]=[C:2]1[C:6]([OH:8])=O.Cl.[C:10]([O:14][C:15](=[O:19])[C@H:16]([CH3:18])[NH2:17])([CH3:13])([CH3:12])[CH3:11].C(N(C(C)C)CC)(C)C.C1C=CC2N(O)N=NC=2C=1.CCN=C=NCCCN(C)C.Cl. Product: [C:10]([O:14][C:15](=[O:19])[C@@H:16]([NH:17][C:6]([C:2]1[NH:1][CH:5]=[CH:4][N:3]=1)=[O:8])[CH3:18])([CH3:13])([CH3:12])[CH3:11]. The catalyst class is: 9. (2) Reactant: [H-].[Na+].[OH:3][CH2:4][C:5]1[CH:6]=[C:7]([S:11]([NH2:14])(=[O:13])=[O:12])[CH:8]=[CH:9][CH:10]=1.[CH:15](I)([CH3:17])[CH3:16].Cl. The catalyst class is: 18. Product: [OH:3][CH2:4][C:5]1[CH:6]=[C:7]([S:11]([NH:14][CH:15]([CH3:17])[CH3:16])(=[O:12])=[O:13])[CH:8]=[CH:9][CH:10]=1.